This data is from Reaction yield outcomes from USPTO patents with 853,638 reactions. The task is: Predict the reaction yield, written as a fraction of the theoretical maximum amount of product (1.0 means a 100% yield; for example, 0.34 means a 34% yield). The reactants are [Br:1][CH2:2][CH2:3][O:4][C:5]1[CH:10]=[C:9]([O:11][CH3:12])[C:8]([Cl:13])=[CH:7][C:6]=1[NH2:14].C(N(CC)CC)C.[C:22](Cl)(=[O:24])[CH3:23]. The catalyst is C1COCC1. The product is [Br:1][CH2:2][CH2:3][O:4][C:5]1[CH:10]=[C:9]([O:11][CH3:12])[C:8]([Cl:13])=[CH:7][C:6]=1[NH:14][C:22](=[O:24])[CH3:23]. The yield is 0.696.